From a dataset of Forward reaction prediction with 1.9M reactions from USPTO patents (1976-2016). Predict the product of the given reaction. (1) The product is: [NH2:1][C@@H:2]1[CH2:7][CH2:6][CH2:5][C@H:4]([NH:8][C:9]2[CH:18]=[CH:17][C:16]3[C:11](=[C:12]([C:19]4[NH:27][C:26]5[CH2:25][CH2:24][NH:23][C:22](=[O:28])[C:21]=5[CH:20]=4)[CH:13]=[CH:14][CH:15]=3)[N:10]=2)[CH2:3]1. Given the reactants [NH2:1][C@H:2]1[CH2:7][CH2:6][CH2:5][C@H:4]([NH:8][C:9]2[CH:18]=[CH:17][C:16]3[C:11](=[C:12]([C:19]4[NH:27][C:26]5[CH2:25][CH2:24][NH:23][C:22](=[O:28])[C:21]=5[CH:20]=4)[CH:13]=[CH:14][CH:15]=3)[N:10]=2)[CH2:3]1, predict the reaction product. (2) Given the reactants [CH3:1][C:2]1[CH:7]=[CH:6][CH:5]=[C:4]([NH:8][C:9]2[CH:14]=[CH:13][CH:12]=[CH:11][CH:10]=2)[C:3]=1[NH2:15].[C:16]([O:20][C:21]([NH:23][C@H:24]([CH3:28])[C:25](O)=[O:26])=[O:22])([CH3:19])([CH3:18])[CH3:17].C1C=CC2N(O)N=NC=2C=1.CN1CCOCC1.Cl.CN(C)CCCN=C=NCC, predict the reaction product. The product is: [C:16]([O:20][C:21](=[O:22])[NH:23][C@@H:24]([C:25](=[O:26])[NH:15][C:3]1[C:4]([NH:8][C:9]2[CH:10]=[CH:11][CH:12]=[CH:13][CH:14]=2)=[CH:5][CH:6]=[CH:7][C:2]=1[CH3:1])[CH3:28])([CH3:17])([CH3:18])[CH3:19]. (3) Given the reactants [CH2:1]([O:8][C:9]1[C:14]([C:15]#[N:16])=[C:13](Br)[N:12]=[CH:11][CH:10]=1)[C:2]1[CH:7]=[CH:6][CH:5]=[CH:4][CH:3]=1.O.[NH2:19][NH2:20], predict the reaction product. The product is: [CH2:1]([O:8][C:9]1[C:14]([C:15]#[N:16])=[C:13]([NH:19][NH2:20])[N:12]=[CH:11][CH:10]=1)[C:2]1[CH:7]=[CH:6][CH:5]=[CH:4][CH:3]=1. (4) Given the reactants [Br:1][C:2]1[C:13]2[C:5](=[CH:6][C:7]([C:16]3[CH:21]=[CH:20][CH:19]=[CH:18][C:17]=3[Cl:22])=[C:8]3[C:12]=2[C:11](=[O:14])[NH:10][C:9]3=[O:15])[N:4]([CH2:23][CH2:24][CH2:25][O:26]C)[CH:3]=1.B(Br)(Br)Br, predict the reaction product. The product is: [Br:1][C:2]1[C:13]2[C:5](=[CH:6][C:7]([C:16]3[CH:21]=[CH:20][CH:19]=[CH:18][C:17]=3[Cl:22])=[C:8]3[C:12]=2[C:11](=[O:14])[NH:10][C:9]3=[O:15])[N:4]([CH2:23][CH2:24][CH2:25][OH:26])[CH:3]=1. (5) Given the reactants [Cl:1][C:2]1[C:10]([C:11]#[N:12])=[CH:9][CH:8]=[C:7]2[C:3]=1[CH:4]=[C:5]([CH:13]([F:15])[F:14])[NH:6]2.Br[CH:17]([CH3:21])[C:18]([NH2:20])=[O:19].C([O-])([O-])=O.[Cs+].[Cs+], predict the reaction product. The product is: [Cl:1][C:2]1[C:10]([C:11]#[N:12])=[CH:9][CH:8]=[C:7]2[C:3]=1[CH:4]=[C:5]([CH:13]([F:14])[F:15])[N:6]2[CH:17]([CH3:21])[C:18]([NH2:20])=[O:19].